The task is: Predict the reaction yield, written as a fraction of the theoretical maximum amount of product (1.0 means a 100% yield; for example, 0.34 means a 34% yield).. This data is from Reaction yield outcomes from USPTO patents with 853,638 reactions. (1) The reactants are Br[C:2]1[CH:11]=[C:10]2[C:5]([CH:6]=[CH:7][C:8]([C@H:12]([OH:14])[CH3:13])=[CH:9]2)=[CH:4][CH:3]=1.[C:15]([SiH2:19][O:20][C:21]([CH3:38])([CH3:37])[C@@:22]([CH3:36])([CH:34]=[CH2:35])[C:23]([N:25]1[C@H:29]([CH:30]([CH3:32])[CH3:31])[CH2:28][O:27][C:26]1=[O:33])=[O:24])([CH3:18])([CH3:17])[CH3:16].C1(C)C=CC=CC=1P(C1C=CC=CC=1C)C1C=CC=CC=1C.C1(CNCC2CCCCC2)CCCCC1. The catalyst is O1CCOCC1.C([O-])(=O)C.[Pd+3].C([O-])(=O)C.C([O-])(=O)C.C([O-])(=O)C.[Pd+2].C([O-])(=O)C. The product is [C:15]([SiH2:19][O:20][C:21]([CH3:37])([CH3:38])[C@@:22]([CH3:36])(/[CH:34]=[CH:35]/[C:2]1[CH:3]=[CH:4][C:5]2[C:10](=[CH:9][C:8]([C@H:12]([OH:14])[CH3:13])=[CH:7][CH:6]=2)[CH:11]=1)[C:23]([N:25]1[C@H:29]([CH:30]([CH3:31])[CH3:32])[CH2:28][O:27][C:26]1=[O:33])=[O:24])([CH3:18])([CH3:17])[CH3:16]. The yield is 0.460. (2) The reactants are [OH:1][CH2:2][C@H:3]1[CH2:8][CH2:7][CH2:6][N:5]([C:9]([O:11][C:12]([CH3:15])([CH3:14])[CH3:13])=[O:10])[CH2:4]1.C(N(C(C)C)C(C)C)C.[CH3:25][S:26](Cl)(=[O:28])=[O:27]. The catalyst is ClCCl. The product is [CH3:25][S:26]([O:1][CH2:2][C@H:3]1[CH2:8][CH2:7][CH2:6][N:5]([C:9]([O:11][C:12]([CH3:15])([CH3:14])[CH3:13])=[O:10])[CH2:4]1)(=[O:28])=[O:27]. The yield is 0.940. (3) The reactants are [CH2:1]([O:8][C:9]1[CH:14]=[CH:13][C:12]([C:15](=[O:17])[CH3:16])=[CH:11][C:10]=1[O:18][CH3:19])[C:2]1[CH:7]=[CH:6][CH:5]=[CH:4][CH:3]=1.[N+:20]([O-])([OH:22])=[O:21].S(=O)(=O)(O)O. The catalyst is ClCCl. The product is [CH2:1]([O:8][C:9]1[C:10]([O:18][CH3:19])=[CH:11][C:12]([C:15](=[O:17])[CH3:16])=[C:13]([N+:20]([O-:22])=[O:21])[CH:14]=1)[C:2]1[CH:3]=[CH:4][CH:5]=[CH:6][CH:7]=1. The yield is 0.600. (4) The reactants are [C:1](Cl)(=[O:3])[CH3:2].[N+:5]([C:8]1[CH:9]=[CH:10][C:11]2[O:16][CH2:15][CH2:14][NH:13][C:12]=2[CH:17]=1)([O-:7])=[O:6].C([O-])(O)=O.[Na+]. The product is [C:1]([N:13]1[C:12]2[CH:17]=[C:8]([N+:5]([O-:7])=[O:6])[CH:9]=[CH:10][C:11]=2[O:16][CH2:15][CH2:14]1)(=[O:3])[CH3:2]. The catalyst is C(Cl)Cl. The yield is 0.900. (5) The reactants are [CH3:1][N:2]1[C:7](=[O:8])[C:6]([NH:9][C:10]2[CH:19]=[C:13]3[CH2:14][N:15]([CH3:18])[CH2:16][CH2:17][N:12]3[N:11]=2)=[CH:5][C:4]([C:20]2[C:25]([CH:26]=[O:27])=[C:24]([N:28]3[C:40](=[O:41])[C:32]4=[CH:33][N:34]5[C:39]([CH2:38][CH2:37][CH2:36][CH2:35]5)=[C:31]4[CH:30]=[N:29]3)[N:23]=[CH:22][CH:21]=2)=[CH:3]1.[BH4-].[Na+]. The catalyst is CO. The product is [OH:27][CH2:26][C:25]1[C:24]([N:28]2[C:40](=[O:41])[C:32]3=[CH:33][N:34]4[C:39]([CH2:38][CH2:37][CH2:36][CH2:35]4)=[C:31]3[CH:30]=[N:29]2)=[N:23][CH:22]=[CH:21][C:20]=1[C:4]1[CH:5]=[C:6]([NH:9][C:10]2[CH:19]=[C:13]3[CH2:14][N:15]([CH3:18])[CH2:16][CH2:17][N:12]3[N:11]=2)[C:7](=[O:8])[N:2]([CH3:1])[CH:3]=1. The yield is 0.660. (6) The reactants are CON(C)[C:4]([C:6]1[CH:7]=[C:8]2[C:13](=[CH:14][CH:15]=1)[N:12]=[CH:11][C:10]([O:16][CH3:17])=[N:9]2)=[O:5].[H-].[H-].[H-].[H-].[Li+].[Al+3]. The catalyst is C1COCC1. The product is [CH3:17][O:16][C:10]1[CH:11]=[N:12][C:13]2[C:8]([N:9]=1)=[CH:7][C:6]([CH:4]=[O:5])=[CH:15][CH:14]=2. The yield is 0.540. (7) The reactants are Br[C:2]1[CH:3]=[C:4]([C:8](=[O:13])[C:9]([F:12])([F:11])[F:10])[CH:5]=[CH:6][CH:7]=1.[CH3:14][C:15]1([CH3:22])[C:19]([CH3:21])([CH3:20])[O:18][BH:17][O:16]1.CCN(CC)CC. The catalyst is Cl[Pd](Cl)([P](C1C=CC=CC=1)(C1C=CC=CC=1)C1C=CC=CC=1)[P](C1C=CC=CC=1)(C1C=CC=CC=1)C1C=CC=CC=1. The product is [F:10][C:9]([F:12])([F:11])[CH:8]([C:4]1[CH:5]=[CH:6][CH:7]=[C:2]([B:17]2[O:18][C:19]([CH3:21])([CH3:20])[C:15]([CH3:22])([CH3:14])[O:16]2)[CH:3]=1)[OH:13]. The yield is 0.530.